Dataset: Forward reaction prediction with 1.9M reactions from USPTO patents (1976-2016). Task: Predict the product of the given reaction. (1) The product is: [C:1]([O:5][C:6]([N:8]1[CH2:16][C:15]2[C:10](=[CH:11][CH:12]=[CH:13][C:14]=2[NH:17][CH2:18][C:19](=[O:21])[N:24]([CH2:25][C:26]2[CH:27]=[CH:28][CH:29]=[CH:30][CH:31]=2)[CH2:33][CH2:32][N:39]([CH3:40])[CH3:38])[CH2:9]1)=[O:7])([CH3:3])([CH3:2])[CH3:4]. Given the reactants [C:1]([O:5][C:6]([N:8]1[CH2:16][C:15]2[C:10](=[CH:11][CH:12]=[CH:13][C:14]=2[NH:17][CH2:18][C:19]([OH:21])=O)[CH2:9]1)=[O:7])([CH3:4])([CH3:3])[CH3:2].Cl.C[N:24]1[CH2:33][CH2:32][C:31]2[C:26](=[C:27]([N+]([O-])=O)[CH:28]=[CH:29][CH:30]=2)[C:25]1=O.[CH3:38][N:39](C(ON1N=NC2C=CC=NC1=2)=[N+](C)C)[CH3:40].F[P-](F)(F)(F)(F)F.CCN(C(C)C)C(C)C.C([O-])(O)=O.[Na+], predict the reaction product. (2) The product is: [C:1]([C:4]1[CH:37]=[CH:36][C:7]2[NH:8][C:9]([C:11]3[CH:12]=[C:13]([C:29]([CH3:34])([CH3:35])[C:30]([OH:32])=[O:31])[CH:14]=[C:15]([C:18]4[CH:23]=[C:22]([S:24](=[O:26])(=[O:27])[NH2:25])[CH:21]=[CH:20][C:19]=4[OH:28])[C:16]=3[OH:17])=[N:10][C:6]=2[CH:5]=1)(=[NH:2])[NH2:3]. Given the reactants [C:1]([C:4]1[CH:37]=[CH:36][C:7]2[NH:8][C:9]([C:11]3[CH:12]=[C:13]([C:29]([CH3:35])([CH3:34])[C:30]([O:32]C)=[O:31])[CH:14]=[C:15]([C:18]4[CH:23]=[C:22]([S:24](=[O:27])(=[O:26])[NH2:25])[CH:21]=[CH:20][C:19]=4[OH:28])[C:16]=3[OH:17])=[N:10][C:6]=2[CH:5]=1)(=[NH:3])[NH2:2].Cl.N1C=CC=CC=1, predict the reaction product. (3) Given the reactants [NH2:1][CH2:2][CH2:3][NH:4][C:5]1[CH:10]=[CH:9][CH:8]=[CH:7][CH:6]=1.Cl[C:12]1[CH:17]=[C:16]([C:18]2[CH:23]=[CH:22][CH:21]=[C:20]([CH3:24])[C:19]=2[CH3:25])[N:15]=[C:14]([NH2:26])[N:13]=1, predict the reaction product. The product is: [CH3:25][C:19]1[C:20]([CH3:24])=[CH:21][CH:22]=[CH:23][C:18]=1[C:16]1[N:15]=[C:14]([NH2:26])[N:13]=[C:12]([NH:1][CH2:2][CH2:3][NH:4][C:5]2[CH:10]=[CH:9][CH:8]=[CH:7][CH:6]=2)[CH:17]=1. (4) Given the reactants [CH:1]1([C:4]2[N:8]([CH2:9][C:10]3[C:15]([F:16])=[CH:14][C:13]([O:17][CH2:18][CH3:19])=[CH:12][C:11]=3[F:20])[N:7]=[C:6]([C:21]3[N:26]=[C:25]([NH2:27])[C:24](/[N:28]=N/C4C=CC=CC=4)=[C:23]([NH2:36])[N:22]=3)[C:5]=2[CH3:37])[CH2:3][CH2:2]1.[H][H], predict the reaction product. The product is: [CH:1]1([C:4]2[N:8]([CH2:9][C:10]3[C:15]([F:16])=[CH:14][C:13]([O:17][CH2:18][CH3:19])=[CH:12][C:11]=3[F:20])[N:7]=[C:6]([C:21]3[N:26]=[C:25]([NH2:27])[C:24]([NH2:28])=[C:23]([NH2:36])[N:22]=3)[C:5]=2[CH3:37])[CH2:3][CH2:2]1. (5) Given the reactants [OH:1][C:2]1[CH:3]=[C:4]([CH:9]=[C:10]([O:12][CH3:13])[CH:11]=1)[C:5]([O:7][CH3:8])=[O:6].C([O-])([O-])=O.[K+].[K+].Br[CH2:21][CH2:22][O:23][CH2:24][C:25]1[CH:30]=[CH:29][CH:28]=[CH:27][CH:26]=1, predict the reaction product. The product is: [CH2:24]([O:23][CH2:22][CH2:21][O:1][C:2]1[CH:3]=[C:4]([CH:9]=[C:10]([O:12][CH3:13])[CH:11]=1)[C:5]([O:7][CH3:8])=[O:6])[C:25]1[CH:30]=[CH:29][CH:28]=[CH:27][CH:26]=1. (6) Given the reactants C([N-]C(C)C)(C)C.[Li+].[CH3:9][O:10][C:11](=[O:27])[CH2:12][C:13]1[CH:18]=[CH:17][C:16]([O:19][CH2:20][C:21]2[CH:26]=[CH:25][CH:24]=[CH:23][CH:22]=2)=[CH:15][CH:14]=1.I[CH2:29][CH:30]1[CH2:34][CH2:33][CH2:32][CH2:31]1, predict the reaction product. The product is: [CH3:9][O:10][C:11](=[O:27])[CH:12]([C:13]1[CH:18]=[CH:17][C:16]([O:19][CH2:20][C:21]2[CH:22]=[CH:23][CH:24]=[CH:25][CH:26]=2)=[CH:15][CH:14]=1)[CH2:29][CH:30]1[CH2:34][CH2:33][CH2:32][CH2:31]1. (7) The product is: [OH:22][CH2:21][C:15]1([NH:14][C:12](=[O:13])[O:11][C:7]([CH3:9])([CH3:8])[CH3:10])[CH2:16][CH2:17][O:18][CH2:19][CH2:20]1. Given the reactants ClC(OCC)=O.[C:7]([O:11][C:12]([NH:14][C:15]1([C:21](O)=[O:22])[CH2:20][CH2:19][O:18][CH2:17][CH2:16]1)=[O:13])([CH3:10])([CH3:9])[CH3:8].C(N(CC)CC)C.[BH4-].[Na+], predict the reaction product. (8) Given the reactants C(P(C(C)(C)C)[C:6]1[N:7]([C:11]2[CH:16]=[CH:15][CH:14]=[CH:13][CH:12]=2)[CH:8]=[CH:9][CH:10]=1)(C)(C)C.[C:21]([Si:25]1([C:60]([CH3:63])([CH3:62])[CH3:61])[O:30][C@H:29]2[C@H:31]([O:34][C:35]3[N:36]([CH2:52][O:53][CH2:54][CH2:55][Si:56]([CH3:59])([CH3:58])[CH3:57])[C:37]4[C:38]([N:51]=3)=[N:39][C:40](C3C=CC(Br)=CC=3)=[C:41]([Cl:43])[CH:42]=4)[CH2:32][O:33][C@@H:28]2[CH2:27][O:26]1)([CH3:24])([CH3:23])[CH3:22].[F:64][C:65]([CH3:76])([CH3:75])[CH2:66][N:67]1[CH:71]=C2CNCC2=[N:68]1.FC(F)(F)C(O)=O.ClC1C=C2NC(O[C@@H]3CO[C@H](CO)[C@H]3O)=NC2=NC=1C1C=CC(N2CC3C(=NN(CC(F)(C)C)C=3)C2)=CC=1.P([O-])([O-])([O-])=O.[K+].[K+].[K+], predict the reaction product. The product is: [C:60]([Si:25]1([C:21]([CH3:22])([CH3:24])[CH3:23])[O:30][C@H:29]2[C@H:31]([O:34][C:35]3[N:36]([CH2:52][O:53][CH2:54][CH2:55][Si:56]([CH3:57])([CH3:58])[CH3:59])[C:37]4[C:38]([N:51]=3)=[N:39][C:40]([C:14]3[CH:13]=[CH:12][C:11]([N:7]5[CH2:6][C:10]6[C:9](=[N:68][N:67]([CH2:66][C:65]([F:64])([CH3:76])[CH3:75])[CH:71]=6)[CH2:8]5)=[CH:16][CH:15]=3)=[C:41]([Cl:43])[CH:42]=4)[CH2:32][O:33][C@@H:28]2[CH2:27][O:26]1)([CH3:61])([CH3:63])[CH3:62]. (9) Given the reactants C([BH3-])#N.[Na+].C1(N2[C:15]([CH:16]3CCC[O:17]3)=[C:14]([C:21]3ON=[C:23]([C:26]4C=CC(C=O)=CC=4)[N:22]=3)C=N2)CCCCC1.C(O)(=[O:36])C, predict the reaction product. The product is: [NH:22]1[CH2:21][CH2:14][CH:15]([C:16]([OH:17])=[O:36])[CH2:26][CH2:23]1. (10) Given the reactants C([O:3][C:4](=[O:59])[CH2:5][O:6][C:7]1([O:13][CH2:14][C:15](=[O:58])[C@@:16]2([OH:57])[CH2:33][C@H:32]([O:34][C@@H:35]3[O:49][C@@H:48]([CH3:50])[C@H:38]4[O:39][C@H:40]5[N:45]([C@H:37]4[CH2:36]3)[CH2:44][CH2:43][O:42][C@@H:41]5[O:46][CH3:47])[C:31]3[C:18](=[C:19]([OH:56])[C:20]4[C:21](=[O:55])[C:22]5[C:27]([C:28](=[O:52])[C:29]=4[C:30]=3[OH:51])=[C:26]([O:53][CH3:54])[CH:25]=[CH:24][CH:23]=5)[CH2:17]2)[CH2:12][CH2:11][CH2:10][CH2:9][CH2:8]1)C.[OH-].[Na+], predict the reaction product. The product is: [O:58]=[C:15]([C@@:16]1([OH:57])[CH2:33][C@H:32]([O:34][C@@H:35]2[O:49][C@@H:48]([CH3:50])[C@H:38]3[O:39][C@H:40]4[N:45]([C@H:37]3[CH2:36]2)[CH2:44][CH2:43][O:42][C@@H:41]4[O:46][CH3:47])[C:31]2[C:18](=[C:19]([OH:56])[C:20]3[C:21](=[O:55])[C:22]4[C:27]([C:28](=[O:52])[C:29]=3[C:30]=2[OH:51])=[C:26]([O:53][CH3:54])[CH:25]=[CH:24][CH:23]=4)[CH2:17]1)[CH2:14][O:13][C:7]1([O:6][CH2:5][C:4]([OH:59])=[O:3])[CH2:12][CH2:11][CH2:10][CH2:9][CH2:8]1.